Dataset: Catalyst prediction with 721,799 reactions and 888 catalyst types from USPTO. Task: Predict which catalyst facilitates the given reaction. (1) Reactant: [N:1]1[CH:6]=[CH:5][CH:4]=[CH:3][C:2]=1[C:7]1[CH:8]=[N:9][NH:10][C:11]=1[NH2:12].[CH3:13][O:14][C:15]1[CH:16]=[C:17]2[C:22](=[CH:23][CH:24]=1)[C:21](=O)[CH:20]([C:26](OC)=[O:27])[CH2:19][CH2:18]2.C1(C)C=CC(S(O)(=O)=O)=CC=1. Product: [CH3:13][O:14][C:15]1[CH:24]=[CH:23][C:22]2[C:21]3[NH:12][C:11]4=[C:7]([C:2]5[CH:3]=[CH:4][CH:5]=[CH:6][N:1]=5)[CH:8]=[N:9][N:10]4[C:26](=[O:27])[C:20]=3[CH2:19][CH2:18][C:17]=2[CH:16]=1. The catalyst class is: 11. (2) Reactant: [CH3:1][C:2]1[N:3]([CH2:7][CH2:8][OH:9])[CH:4]=[CH:5][N:6]=1.C(N(CC)CC)C.CN(C1C=CC=CN=1)C.[CH3:26][S:27](Cl)(=[O:29])=[O:28]. Product: [CH3:1][C:2]1[N:3]([CH2:7][CH2:8][O:9][S:27]([CH3:26])(=[O:29])=[O:28])[CH:4]=[CH:5][N:6]=1. The catalyst class is: 503. (3) Reactant: [Cl:1][C:2]1[CH:3]=[C:4]([CH:8]=[CH:9][N:10]=1)[C:5](Cl)=[O:6].Cl.Cl.[C:13]1([C:19]2[CH:24]=[CH:23][N:22]=[CH:21][C:20]=2[NH2:25])[CH:18]=[CH:17][CH:16]=[CH:15][CH:14]=1.CCN(C(C)C)C(C)C.[OH-].[Na+]. Product: [Cl:1][C:2]1[CH:3]=[C:4]([CH:8]=[CH:9][N:10]=1)[C:5]([NH:25][C:20]1[CH:21]=[N:22][CH:23]=[CH:24][C:19]=1[C:13]1[CH:18]=[CH:17][CH:16]=[CH:15][CH:14]=1)=[O:6]. The catalyst class is: 2.